Dataset: Full USPTO retrosynthesis dataset with 1.9M reactions from patents (1976-2016). Task: Predict the reactants needed to synthesize the given product. (1) Given the product [CH3:13][O:12][C:7]1[C:8]([O:10][CH3:11])=[CH:9][C:4]([CH2:3][O:2][C:1]([N:28]([CH3:29])[C@@H:24]([CH2:23][S:22][S:21][CH2:19][CH3:20])[C:25]([OH:27])=[O:26])=[O:17])=[C:5]([N+:14]([O-:16])=[O:15])[CH:6]=1, predict the reactants needed to synthesize it. The reactants are: [C:1](Cl)(=[O:17])[O:2][CH2:3][C:4]1[CH:9]=[C:8]([O:10][CH3:11])[C:7]([O:12][CH3:13])=[CH:6][C:5]=1[N+:14]([O-:16])=[O:15].[CH2:19]([S:21][S:22][CH2:23][C@H:24]([NH:28][CH3:29])[C:25]([OH:27])=[O:26])[CH3:20].C(=O)([O-])[O-].[Na+].[Na+].[Cl-].[NH4+]. (2) Given the product [CH3:36][O:35][CH2:34][CH2:33][CH2:32][O:1][C:2]1[CH:7]=[CH:6][C:5]([NH:8][N:9]=[C:10]([CH3:16])[C:11]([O:13][CH2:14][CH3:15])=[O:12])=[C:4]([N+:17]([O-:19])=[O:18])[CH:3]=1, predict the reactants needed to synthesize it. The reactants are: [OH:1][C:2]1[CH:7]=[CH:6][C:5]([NH:8][N:9]=[C:10]([CH3:16])[C:11]([O:13][CH2:14][CH3:15])=[O:12])=[C:4]([N+:17]([O-:19])=[O:18])[CH:3]=1.C(=O)([O-])[O-].[K+].[K+].CN(C)C=O.Br[CH2:32][CH2:33][CH2:34][O:35][CH3:36]. (3) Given the product [NH2:22][C:21]1[C:13]2[N:14]=[CH:15][N:16]([CH2:17][CH:18]([CH3:19])[CH3:20])[C:12]=2[C:3]2[CH:4]=[CH:5][C:6]([C:8]([O:10][CH3:11])=[O:9])=[CH:7][C:2]=2[N:1]=1, predict the reactants needed to synthesize it. The reactants are: [NH2:1][C:2]1[CH:7]=[C:6]([C:8]([O:10][CH3:11])=[O:9])[CH:5]=[CH:4][C:3]=1[C:12]1[N:16]([CH2:17][CH:18]([CH3:20])[CH3:19])[CH:15]=[N:14][C:13]=1[C:21]#[N:22].Cl.O1CCOCC1. (4) Given the product [OH:15][NH:14][C:9]([C:8]1[CH:7]=[N:6][C:5]([CH2:4][N:1]=[N+:2]=[N-:3])=[CH:12][CH:11]=1)=[NH:10], predict the reactants needed to synthesize it. The reactants are: [N:1]([CH2:4][C:5]1[CH:12]=[CH:11][C:8]([C:9]#[N:10])=[CH:7][N:6]=1)=[N+:2]=[N-:3].Cl.[NH2:14][OH:15].C(N(CC)CC)C. (5) The reactants are: [F:1][C:2]1[CH:11]=[C:10]([CH2:12][O:13][C:14]2[CH:15]=[C:16]3[C:20](=[CH:21][C:22]=2[N+:23]([O-])=O)[CH2:19][CH2:18][CH2:17]3)[CH:9]=[CH:8][C:3]=1[C:4]([O:6][CH3:7])=[O:5]. Given the product [NH2:23][C:22]1[CH:21]=[C:20]2[C:16]([CH2:17][CH2:18][CH2:19]2)=[CH:15][C:14]=1[O:13][CH2:12][C:10]1[CH:9]=[CH:8][C:3]([C:4]([O:6][CH3:7])=[O:5])=[C:2]([F:1])[CH:11]=1, predict the reactants needed to synthesize it. (6) Given the product [OH:25][CH:14]([C:9]1[C:10]([CH3:13])=[N:11][O:12][C:8]=1[C:5]1[CH:6]=[CH:7][C:2]([C:34]2[CH:35]=[CH:36][C:37]([C:40]3([C:43]([NH:45][S:46]([CH3:49])(=[O:48])=[O:47])=[O:44])[CH2:42][CH2:41]3)=[CH:38][CH:39]=2)=[CH:3][CH:4]=1)[CH2:15][S:16][C:17]1[CH:22]=[CH:21][CH:20]=[C:19]([O:23][CH3:24])[CH:18]=1, predict the reactants needed to synthesize it. The reactants are: Br[C:2]1[CH:7]=[CH:6][C:5]([C:8]2[O:12][N:11]=[C:10]([CH3:13])[C:9]=2[CH:14]([OH:25])[CH2:15][S:16][C:17]2[CH:22]=[CH:21][CH:20]=[C:19]([O:23][CH3:24])[CH:18]=2)=[CH:4][CH:3]=1.CC1(C)C(C)(C)OB([C:34]2[CH:39]=[CH:38][C:37]([C:40]3([C:43]([NH:45][S:46]([CH3:49])(=[O:48])=[O:47])=[O:44])[CH2:42][CH2:41]3)=[CH:36][CH:35]=2)O1. (7) Given the product [Cl:1][C:2]1[CH:3]=[C:4]([NH:19][C:20]2[C:30]3[CH:29]=[C:28]([C:31]([NH:35][CH2:36][CH:37]([O:38][CH2:39][CH2:40][OH:41])[CH3:42])=[O:32])[CH2:27][CH2:26][NH:25][C:24]=3[N:23]=[CH:22][N:21]=2)[CH:5]=[CH:6][C:7]=1[O:8][C:9]1[CH:14]=[CH:13][CH:12]=[C:11]([C:15]([F:18])([F:17])[F:16])[CH:10]=1, predict the reactants needed to synthesize it. The reactants are: [Cl:1][C:2]1[CH:3]=[C:4]([NH:19][C:20]2[C:30]3[CH:29]=[C:28]([C:31](O)=[O:32])[CH2:27][CH2:26][NH:25][C:24]=3[N:23]=[CH:22][N:21]=2)[CH:5]=[CH:6][C:7]=1[O:8][C:9]1[CH:14]=[CH:13][CH:12]=[C:11]([C:15]([F:18])([F:17])[F:16])[CH:10]=1.Cl.[NH2:35][CH2:36][CH:37]([CH3:42])[O:38][CH2:39][CH2:40][OH:41].ON1C2C=CC=CC=2N=N1.Cl.C(N=C=NCCCN(C)C)C. (8) Given the product [ClH:3].[CH3:33][C:34]1([CH3:36])[N:16]=[C:15]([NH:14][CH2:13][CH2:12][C:11]2[CH:10]=[CH:9][C:8]([O:7][CH3:6])=[CH:32][CH:31]=2)[NH:17][C:18]([NH:20][CH2:21][CH2:22][CH2:23][CH2:24][CH2:25][CH2:26][CH2:27][CH2:28][CH2:29][CH3:30])=[N:19]1, predict the reactants needed to synthesize it. The reactants are: CO.[ClH:3].Cl.Cl.[CH3:6][O:7][C:8]1[CH:32]=[CH:31][C:11]([CH2:12][CH2:13][NH:14][C:15]([NH:17][C:18]([NH:20][CH2:21][CH2:22][CH2:23][CH2:24][CH2:25][CH2:26][CH2:27][CH2:28][CH2:29][CH3:30])=[NH:19])=[NH:16])=[CH:10][CH:9]=1.[CH3:33][C:34]([CH3:36])=O.